From a dataset of Peptide-MHC class I binding affinity with 185,985 pairs from IEDB/IMGT. Regression. Given a peptide amino acid sequence and an MHC pseudo amino acid sequence, predict their binding affinity value. This is MHC class I binding data. (1) The peptide sequence is MPSLTMACM. The MHC is HLA-B53:01 with pseudo-sequence HLA-B53:01. The binding affinity (normalized) is 0.290. (2) The peptide sequence is DIVKGLSGY. The MHC is HLA-B40:01 with pseudo-sequence HLA-B40:01. The binding affinity (normalized) is 0.0847. (3) The peptide sequence is LLITHYAII. The MHC is HLA-B08:01 with pseudo-sequence HLA-B08:01. The binding affinity (normalized) is 0.453. (4) The MHC is HLA-A01:01 with pseudo-sequence HLA-A01:01. The binding affinity (normalized) is 0.0847. The peptide sequence is LTDEDKQNQ. (5) The peptide sequence is TLFPGDDDL. The MHC is HLA-A02:01 with pseudo-sequence HLA-A02:01. The binding affinity (normalized) is 0.448. (6) The peptide sequence is VETKCPNLD. The MHC is HLA-B45:01 with pseudo-sequence HLA-B45:01. The binding affinity (normalized) is 0.0258. (7) The peptide sequence is YSLMSRYQF. The MHC is HLA-B40:13 with pseudo-sequence HLA-B40:13. The binding affinity (normalized) is 0.756.